Task: Predict the product of the given reaction.. Dataset: Forward reaction prediction with 1.9M reactions from USPTO patents (1976-2016) (1) Given the reactants [C:1](Cl)([C:14]1[CH:19]=[CH:18][CH:17]=[CH:16][CH:15]=1)([C:8]1[CH:13]=[CH:12][CH:11]=[CH:10][CH:9]=1)[C:2]1[CH:7]=[CH:6][CH:5]=[CH:4][CH:3]=1.[C:21]1([C:27]2[N:28]=[N:29][NH:30][N:31]=2)[CH:26]=[CH:25][CH:24]=[CH:23][CH:22]=1.C(N(CC)CC)C.C([Li])CCC.[B:44](OC(C)C)([O:49]C(C)C)[O:45]C(C)C, predict the reaction product. The product is: [B:44]([C:26]1[CH:25]=[CH:24][CH:23]=[CH:22][C:21]=1[C:27]1[N:28]=[N:29][N:30]([C:1]([C:14]2[CH:19]=[CH:18][CH:17]=[CH:16][CH:15]=2)([C:8]2[CH:13]=[CH:12][CH:11]=[CH:10][CH:9]=2)[C:2]2[CH:7]=[CH:6][CH:5]=[CH:4][CH:3]=2)[N:31]=1)([OH:49])[OH:45]. (2) Given the reactants FC(F)(F)C(O)=O.[CH2:8]([O:10][CH2:11][CH2:12][O:13][C:14]1[N:22]=[C:21]2[C:17]([N:18]=[C:19]([O:23][CH3:24])[NH:20]2)=[C:16]([NH2:25])[N:15]=1)[CH3:9].C(=O)([O-])[O-].[K+].[K+].CS(O[CH2:37][CH:38]1[CH2:43][CH2:42][O:41][CH2:40][CH2:39]1)(=O)=O, predict the reaction product. The product is: [CH2:8]([O:10][CH2:11][CH2:12][O:13][C:14]1[N:22]=[C:21]2[C:17]([N:18]=[C:19]([O:23][CH3:24])[N:20]2[CH2:37][CH:38]2[CH2:43][CH2:42][O:41][CH2:40][CH2:39]2)=[C:16]([NH2:25])[N:15]=1)[CH3:9].